Dataset: Full USPTO retrosynthesis dataset with 1.9M reactions from patents (1976-2016). Task: Predict the reactants needed to synthesize the given product. Given the product [ClH:25].[N:32]1[CH:37]=[CH:36][CH:35]=[C:34]([CH2:38][NH:39][C:23]([CH:11]2[CH2:10][CH2:9][CH:8]([C:5]3[CH:6]=[CH:7][C:2]([F:1])=[CH:3][CH:4]=3)[N:12]2[S:13]([C:16]2[CH:21]=[CH:20][C:19]([CH3:22])=[CH:18][CH:17]=2)(=[O:15])=[O:14])=[O:24])[CH:33]=1, predict the reactants needed to synthesize it. The reactants are: [F:1][C:2]1[CH:7]=[CH:6][C:5]([CH:8]2[N:12]([S:13]([C:16]3[CH:21]=[CH:20][C:19]([CH3:22])=[CH:18][CH:17]=3)(=[O:15])=[O:14])[CH:11]([C:23]([Cl:25])=[O:24])[CH2:10][CH2:9]2)=[CH:4][CH:3]=1.N1C=CC=CC=1.[N:32]1[CH:37]=[CH:36][CH:35]=[C:34]([CH2:38][NH2:39])[CH:33]=1.